From a dataset of Drug-target binding data from BindingDB using Ki measurements. Regression. Given a target protein amino acid sequence and a drug SMILES string, predict the binding affinity score between them. We predict pKi (pKi = -log10(Ki in M); higher means stronger inhibition). Dataset: bindingdb_ki. The target protein sequence is MDPLNLSWYDDDLESRNWSRPFNGSEGKADRPHYNYYAMLLTLLIFIIVFGNVLVCMAVSREKALQTTTNYLIVSLAVADLLVATLVMPWVVYLEVVGEWKFSRIHCDIFVTLDVMMCTASILNLCAISIDRYTAVAMPMLYNTRYSSKRRVTVMIAIVWVLSFTISCPLLFGLNNTDQNECIIANPAFVVYSSIVSFYVPFIVTLLVYIKIYIVLRRRRKRVNTKRSSRAFRANLKAPLKGNCTHPEDMKLCTVIMKSNGSFPVNRRRVEAARRAQELEMEMLSSTSPPERTRYSPIPPSHHQLTLPDPSHHALHSTPDSPARPEKNGHAKDHPKIAKIFEIQSMPNGKTRTSLKTMSRRKLSQQKEKKATQMLAIVLGVFIICWLPFFITHILNIHCDCNIPPVLYSAFTWLGYVNSAVNPIIYTTFNIEFRKAFLKILHC. The pKi is 8.1. The drug is Cc1cc2c(s1)=Nc1ccccc1NC=2N1CCN(C)CC1.